Dataset: Catalyst prediction with 721,799 reactions and 888 catalyst types from USPTO. Task: Predict which catalyst facilitates the given reaction. (1) Reactant: [NH2:1]/[C:2](/[C:9]([F:12])([F:11])[F:10])=[CH:3]\[C:4]([O:6]CC)=O.N12CCCN=C1CCCCC2.[Cl:24][C:25]1[C:40]([CH3:41])=[C:39]([N+:42]([O-:44])=[O:43])[C:28]([NH:29][C:30](OC2C=CC=CC=2)=[O:31])=[C:27]([F:45])[CH:26]=1.Cl. Product: [Cl:24][C:25]1[CH:26]=[C:27]([F:45])[C:28]([N:29]2[C:4](=[O:6])[CH:3]=[C:2]([C:9]([F:10])([F:11])[F:12])[NH:1][C:30]2=[O:31])=[C:39]([N+:42]([O-:44])=[O:43])[C:40]=1[CH3:41]. The catalyst class is: 35. (2) Reactant: [CH2:1]([O:3][C:4]([C:6]1[NH:7][C:8]2[C:13]([C:14]=1[CH2:15][CH2:16][CH2:17][N:18]=[N+]=[N-])=[CH:12][C:11]([C:21](=[O:29])[NH:22][C:23]1[CH:24]=[N:25][CH:26]=[CH:27][CH:28]=1)=[CH:10][CH:9]=2)=[O:5])[CH3:2]. Product: [CH2:1]([O:3][C:4]([C:6]1[NH:7][C:8]2[C:13]([C:14]=1[CH2:15][CH2:16][CH2:17][NH2:18])=[CH:12][C:11]([C:21](=[O:29])[NH:22][C:23]1[CH:24]=[N:25][CH:26]=[CH:27][CH:28]=1)=[CH:10][CH:9]=2)=[O:5])[CH3:2]. The catalyst class is: 43. (3) Reactant: S(Cl)(Cl)=O.[CH:5]1([CH:11]([C:15]2[CH:20]=[CH:19][CH:18]=[CH:17][CH:16]=2)[C:12]([OH:14])=O)[CH2:10][CH2:9][CH2:8][CH2:7][CH2:6]1.[CH2:21]([O:23][C:24](=[O:32])[C:25]1[CH:30]=[CH:29][C:28]([NH2:31])=[CH:27][CH:26]=1)[CH3:22].C(N(CC)CC)C. Product: [CH2:21]([O:23][C:24](=[O:32])[C:25]1[CH:30]=[CH:29][C:28]([NH:31][C:12](=[O:14])[CH:11]([CH:5]2[CH2:6][CH2:7][CH2:8][CH2:9][CH2:10]2)[C:15]2[CH:20]=[CH:19][CH:18]=[CH:17][CH:16]=2)=[CH:27][CH:26]=1)[CH3:22]. The catalyst class is: 174. (4) Product: [CH2:11]([NH:21][CH2:29][CH:30]=[O:31])[CH2:12][CH2:13][CH2:14][CH2:15][CH2:16][CH2:17][CH2:18][CH2:19][CH3:20]. The catalyst class is: 2. Reactant: C(Cl)(=O)C(Cl)=O.CS(C)=O.[CH2:11]([N:21]([CH2:29][CH2:30][OH:31])C(=O)OC(C)(C)C)[CH2:12][CH2:13][CH2:14][CH2:15][CH2:16][CH2:17][CH2:18][CH2:19][CH3:20].C(N(CC)CC)C.